From a dataset of Experimentally validated miRNA-target interactions with 360,000+ pairs, plus equal number of negative samples. Binary Classification. Given a miRNA mature sequence and a target amino acid sequence, predict their likelihood of interaction. (1) The miRNA is hsa-miR-6731-5p with sequence UGGGAGAGCAGGGUAUUGUGGA. The protein sequence of the target gene is MEELSADEIRRRRLARLAGGQTSQPTTPLTSPQRENPPGPPIAASAPGPSQSLGLNVHNMTPATSPIGASGVAHRSQSSEGVSSLSSSPSNSLETQSQSLSRSQSMDIDGVSCEKSMSQVDVDSGIENMEVDENDRREKRSLSDKEPSSGPEVSEEQALQLVCKIFRVSWKDRDRDVIFLSSLSAQFKQNPKEVFSDFKDLIGQILMEVLMMSTQTRDENPFASLTATSQPIAAAARSPDRNLLLNTGSNPGTSPMFCSVASFGASSLSSLYESSPAPTPSFWSSVPVMGPSLASPSRAA.... Result: 1 (interaction). (2) The miRNA is mmu-miR-484 with sequence UCAGGCUCAGUCCCCUCCCGAU. The protein sequence of the target gene is MAAAAGRSAWLAAWGGRLRRGLAAGRRAVPTRGPLAAAVAGVALAGAGAAWHHGRVKAAAREGSRTVSAQKNYLGPIEKLSLRKQRFMQFSSLEHDGEYYMTPRDFLFSVMFEQVERKTLVKKLAKKDIEDVLSGIQTARCGSTFFRDLGDKGVISYTEYLFLLTILTKPHSGFHVAFKMLDVDGNEMIERKEFVKLQKIISKQDGFKTVKTNETEYQDPTVKEPGVNTTLQVRFFGKRGEKKLHYKEFRRFMENLQTEVQEMEFLQFSKGLNFMRKEDFAEWLLFFTNTENKDIYWRNV.... Result: 0 (no interaction). (3) The miRNA is hsa-miR-520c-3p with sequence AAAGUGCUUCCUUUUAGAGGGU. The protein sequence of the target gene is MAGTVRTACLVVAMLLSLDFPGQAQPPPPPPDATCHQVRSFFQRLQPGLKWVPETPVPGSDLQVCLPKGPTCCSRKMEEKYQLTARLNMEQLLQSASMELKFLIIQNAAVFQEAFEIVVRHAKNYTNAMFKNNYPSLTPQAFEFVGEFFTDVSLYILGSDINVDDMVNELFDSLFPVIYTQLMNPGLPDSALDINECLRGARRDLKVFGNFPKLIMTQVSKSLQVTRIFLQALNLGIEVINTTDHLKFSKDCGRMLTRMWYCSYCQGLMMVKPCGGYCNVVMQGCMAGVVEIDKYWREYI.... Result: 1 (interaction). (4) The miRNA is hsa-miR-576-3p with sequence AAGAUGUGGAAAAAUUGGAAUC. The protein sequence of the target gene is MKVRSAGGDGDALCVTEEDLAGDDEDMPTFPCTQKGRPGPRCSRCQKNLSLHTSVRILYLFLALLLVAVAVLASLVFRKVDSLSEDISLTQSIYDKKLVLMQKNLQGLDPKALNNCSFCHEAGQLGPEIRKLQEELEGIQKLLLAQEVQLDQTLQAQEVLSTTSRQISQEMGSCSFSIHQVNQSLGLFLAQVRGWQATTAGLDLSLKDLTQECYDVKAAVHQINFTVGQTSEWIHGIQRKTDEETLTLQKIVTDWQNYTRLFSGLRTTSTKTGEAVKNIQATLGASSQRISQNSESMHDL.... Result: 1 (interaction). (5) The miRNA is mmu-miR-7680-3p with sequence ACUGCUUGUUCACUGGAAUAGG. The protein sequence of the target gene is MVSKDTGKCILTTSESEVEPAACLALEMKYALDPNRQIKKRNKALQVRFKDICEAQNEQRDTQLSSGQLGEKREAKPVSCRAAYRKYMTVPARRSIPNVTKSTGVQTSPDLKKCYQTFPLDRKKGNLKSLPAADPFKSQNNGFLTDAKEKNEAGPMEEARPCGAGRVHKTTALVFHSNQHMNTVDQPLGVNCTEPCKSPEPLSYGEAALQNSTRPPSEEPDYQLLGRAKQDRGRPNSEEPAPPALRRVFKTEVATVYAPALSARAPEPGLSDSAAASQWSLCPADDERRRATHLNGLQAP.... Result: 0 (no interaction). (6) The miRNA is hsa-miR-3675-3p with sequence CAUCUCUAAGGAACUCCCCCAA. The protein sequence of the target gene is MASKLLRAVILGPPGSGKGTVCERIAQNFGLQHLSSGHLLRENLKTGTEVGDVAKQYLEKGLLVPDHVITRLMMSELETRSAQHWLLDGFPRTLVQAEALDGICDVDLVISLNIPFETLKDRLSRRWIHPSSGRVYNLDFNPPQVQGIDDITGEPLVQQEDDKPEAVAARLRRYKDAAKPVIELYKSRGVLHQFSGTETNRIWPYVYTLFSNKITPIQSKEAY. Result: 0 (no interaction).